This data is from Reaction yield outcomes from USPTO patents with 853,638 reactions. The task is: Predict the reaction yield, written as a fraction of the theoretical maximum amount of product (1.0 means a 100% yield; for example, 0.34 means a 34% yield). (1) The reactants are [Br:1][C:2]1[CH:7]=[CH:6][C:5]([C@@H:8]([NH2:10])[CH3:9])=[CH:4][CH:3]=1.[C:11](O[C:11]([O:13][C:14]([CH3:17])([CH3:16])[CH3:15])=[O:12])([O:13][C:14]([CH3:17])([CH3:16])[CH3:15])=[O:12].C(N(CC)CC)C. The product is [Br:1][C:2]1[CH:7]=[CH:6][C:5]([C@@H:8]([NH:10][C:11](=[O:12])[O:13][C:14]([CH3:17])([CH3:16])[CH3:15])[CH3:9])=[CH:4][CH:3]=1. The catalyst is ClCCl. The yield is 0.980. (2) The reactants are [NH2:1][C:2]1[C:3]([C:19]([O:21]C)=[O:20])=[N:4][C:5]([C:8]2[CH:13]=[CH:12][C:11]([C:14](=[O:18])[N:15]([CH3:17])[CH3:16])=[CH:10][CH:9]=2)=[CH:6][N:7]=1.[OH-].[Na+].Cl. The catalyst is CO.O. The product is [NH2:1][C:2]1[C:3]([C:19]([OH:21])=[O:20])=[N:4][C:5]([C:8]2[CH:13]=[CH:12][C:11]([C:14](=[O:18])[N:15]([CH3:17])[CH3:16])=[CH:10][CH:9]=2)=[CH:6][N:7]=1. The yield is 0.910. (3) The reactants are [CH2:1]([N:8]1[CH2:13][CH2:12][CH2:11][C:10]([OH:18])([C:14]([O:16]C)=O)[CH2:9]1)[C:2]1[CH:7]=[CH:6][CH:5]=[CH:4][CH:3]=1.[CH2:19]([N:21]=[C:22]=[O:23])[CH3:20].[H-].[Na+].[Cl-].[NH4+]. The yield is 0.780. The product is [CH2:1]([N:8]1[CH2:13][CH2:12][CH2:11][C:10]2([O:18][C:22](=[O:23])[N:21]([CH2:19][CH3:20])[C:14]2=[O:16])[CH2:9]1)[C:2]1[CH:3]=[CH:4][CH:5]=[CH:6][CH:7]=1. The catalyst is O1CCCC1. (4) The product is [CH3:1][C:2]1[S:6][C:5]([C:7]2[C:12]3[N:13]=[C:14]([C:16]4[C:24]5[C:19](=[N:20][CH:21]=[C:22]([C:25]6[CH:26]=[N:27][CH:28]=[C:29]([CH2:31][N:32]7[CH2:37][CH2:36][CH2:35][CH2:34][CH2:33]7)[CH:30]=6)[CH:23]=5)[NH:18][N:17]=4)[NH:15][C:11]=3[CH:10]=[CH:9][N:8]=2)=[CH:4][CH:3]=1. The reactants are [CH3:1][C:2]1[S:6][C:5]([C:7]2[C:12]3[N:13]=[C:14]([C:16]4[C:24]5[C:19](=[N:20][CH:21]=[C:22]([C:25]6[CH:26]=[N:27][CH:28]=[C:29]([CH2:31][N:32]7[CH2:37][CH2:36][CH2:35][CH2:34][CH2:33]7)[CH:30]=6)[CH:23]=5)[N:18](C5CCCCO5)[N:17]=4)[NH:15][C:11]=3[CH:10]=[CH:9][N:8]=2)=[CH:4][CH:3]=1. The catalyst is Cl.CCOC(C)=O. The yield is 0.0880. (5) The product is [C:1]([O:9][CH2:10][CH2:11][CH2:12][CH2:13][CH2:14][OH:15])(=[O:8])[C:2]1[CH:7]=[CH:6][CH:5]=[CH:4][CH:3]=1. The yield is 0.670. The catalyst is O. The reactants are [C:1]([OH:9])(=[O:8])[C:2]1[CH:7]=[CH:6][CH:5]=[CH:4][CH:3]=1.[CH2:10](O)[CH2:11][CH2:12][CH2:13][CH2:14][OH:15].C1(C)C=CC(S(O)(=O)=O)=CC=1. (6) The reactants are C([Li])CCC.Br[C:7]1[C:12]([F:13])=[CH:11][C:10]([S:14]([N:17]2[CH2:22][CH2:21][CH2:20][CH2:19][CH2:18]2)(=[O:16])=[O:15])=[C:9]([F:23])[CH:8]=1.[B:24](OC(C)C)([O:29]C(C)C)[O:25]C(C)C.Cl. The catalyst is O1CCCC1.C(Cl)Cl. The product is [F:13][C:12]1[CH:11]=[C:10]([S:14]([N:17]2[CH2:22][CH2:21][CH2:20][CH2:19][CH2:18]2)(=[O:16])=[O:15])[C:9]([F:23])=[CH:8][C:7]=1[B:24]([OH:29])[OH:25]. The yield is 0.530. (7) The catalyst is CS(O)(=O)=O.O.C(OCC)(=O)C. The yield is 0.560. The reactants are [CH3:1][O:2][C:3]1[C:4]([N:10]2[CH2:16][CH2:15][CH2:14][N:13]([CH2:17][C:18]3[S:22][C:21]([C:23]4[CH:28]=[CH:27][CH:26]=[CH:25][CH:24]=4)=[N:20][CH:19]=3)[CH2:12][CH2:11]2)=[C:5]([NH2:9])[CH:6]=[CH:7][CH:8]=1.[N+]([C:32]1[CH:33]=C(S([O-])(=O)=O)C=C[CH:37]=1)([O-])=O.[Na+].OCC(CO)O.[OH-].[Na+]. The product is [CH3:1][O:2][C:3]1[C:4]([N:10]2[CH2:16][CH2:15][CH2:14][N:13]([CH2:17][C:18]3[S:22][C:21]([C:23]4[CH:28]=[CH:27][CH:26]=[CH:25][CH:24]=4)=[N:20][CH:19]=3)[CH2:12][CH2:11]2)=[C:5]2[C:6]([CH:37]=[CH:32][CH:33]=[N:9]2)=[CH:7][CH:8]=1. (8) The product is [ClH:33].[CH3:32][C:2]1([CH3:1])[CH2:10][C:9]2[NH:8][N:7]=[C:6]([C:11]3[NH:12][C:13]4[C:18]([CH:19]=3)=[CH:17][CH:16]=[C:15]([N:20]([CH3:31])[C:21](=[O:30])[C@@H:22]([N:24]3[CH2:29][CH2:28][O:27][CH2:26][CH2:25]3)[CH3:23])[CH:14]=4)[C:5]=2[CH2:4][CH2:3]1. The reactants are [CH3:1][C:2]1([CH3:32])[CH2:10][C:9]2[NH:8][N:7]=[C:6]([C:11]3[NH:12][C:13]4[C:18]([CH:19]=3)=[CH:17][CH:16]=[C:15]([N:20]([CH3:31])[C:21](=[O:30])[C@@H:22]([N:24]3[CH2:29][CH2:28][O:27][CH2:26][CH2:25]3)[CH3:23])[CH:14]=4)[C:5]=2[CH2:4][CH2:3]1.[ClH:33].C(OCC)(=O)C. The catalyst is C(OCC)(=O)C. The yield is 0.690.